From a dataset of CYP2C9 inhibition data for predicting drug metabolism from PubChem BioAssay. Regression/Classification. Given a drug SMILES string, predict its absorption, distribution, metabolism, or excretion properties. Task type varies by dataset: regression for continuous measurements (e.g., permeability, clearance, half-life) or binary classification for categorical outcomes (e.g., BBB penetration, CYP inhibition). Dataset: cyp2c9_veith. (1) The compound is Cc1ccc(SCCCn2cnc3ccccc3c2=O)cc1. The result is 1 (inhibitor). (2) The compound is C=CCn1c(CCC(=O)O)ccc1-c1ccc(F)cc1. The result is 1 (inhibitor).